This data is from Reaction yield outcomes from USPTO patents with 853,638 reactions. The task is: Predict the reaction yield, written as a fraction of the theoretical maximum amount of product (1.0 means a 100% yield; for example, 0.34 means a 34% yield). The reactants are Br[C:2]1[CH:23]=[CH:22][C:5]([C:6]([NH:8][S:9]([C:12]2[CH:17]=[CH:16][CH:15]=[CH:14][C:13]=2[S:18](=[O:21])(=[O:20])[NH2:19])(=[O:11])=[O:10])=[O:7])=[CH:4][CH:3]=1.[C:24]([C:28]#[C:29]B(OC(C)C)OC(C)C)([CH3:27])([CH3:26])[CH3:25].C(=O)([O-])[O-].[Na+].[Na+].O. The catalyst is CN(C=O)C.Cl[Pd]Cl.C1(P(C2C=CC=CC=2)[C-]2C=CC=C2)C=CC=CC=1.[C-]1(P(C2C=CC=CC=2)C2C=CC=CC=2)C=CC=C1.[Fe+2]. The product is [CH3:25][C:24]([CH3:27])([CH3:26])[C:28]#[C:29][C:2]1[CH:23]=[CH:22][C:5]([C:6]([NH:8][S:9]([C:12]2[CH:17]=[CH:16][CH:15]=[CH:14][C:13]=2[S:18](=[O:21])(=[O:20])[NH2:19])(=[O:11])=[O:10])=[O:7])=[CH:4][CH:3]=1. The yield is 0.490.